This data is from Reaction yield outcomes from USPTO patents with 853,638 reactions. The task is: Predict the reaction yield, written as a fraction of the theoretical maximum amount of product (1.0 means a 100% yield; for example, 0.34 means a 34% yield). (1) The reactants are [CH:1]1([CH2:4][O:5][C:6]2[C:7]([OH:24])=[C:8]([C:14]3[CH:15]=[C:16]4[C:20](=[CH:21][CH:22]=3)[C:19](=[O:23])[O:18][CH2:17]4)[CH:9]=[CH:10][C:11]=2[O:12][CH3:13])[CH2:3][CH2:2]1.C(=O)([O-])[O-].[K+].[K+].Br[CH2:32][C:33]1([CH3:37])[CH2:36][O:35][CH2:34]1. The catalyst is C(#N)C. The product is [CH:1]1([CH2:4][O:5][C:6]2[C:7]([O:24][CH2:32][C:33]3([CH3:37])[CH2:36][O:35][CH2:34]3)=[C:8]([C:14]3[CH:15]=[C:16]4[C:20](=[CH:21][CH:22]=3)[C:19](=[O:23])[O:18][CH2:17]4)[CH:9]=[CH:10][C:11]=2[O:12][CH3:13])[CH2:3][CH2:2]1. The yield is 0.200. (2) The reactants are [CH2:1]1[CH2:6][C@H:5]([C:7]([OH:9])=[O:8])[CH2:4][CH2:3][C@H:2]1[CH2:10][NH2:11].[C:12]([O:20][CH:21]([O:25][C:26](ON1C(=O)CCC1=O)=[O:27])[CH:22]([CH3:24])[CH3:23])(=[O:19])[C:13]1[CH:18]=[CH:17][CH:16]=[CH:15][CH:14]=1. The catalyst is CC(OC)(C)C.CC(C)=O.O. The product is [C:12]([O:20][CH:21]([O:25][C:26]([NH:11][CH2:10][C@H:2]1[CH2:3][CH2:4][C@H:5]([C:7]([OH:9])=[O:8])[CH2:6][CH2:1]1)=[O:27])[CH:22]([CH3:24])[CH3:23])(=[O:19])[C:13]1[CH:18]=[CH:17][CH:16]=[CH:15][CH:14]=1. The yield is 0.350. (3) The reactants are FC(F)(F)C(O)=O.[F:8][CH:9]([F:45])[C:10]1[N:14]2[CH2:15][C@:16]([C:28]3[CH:33]=[C:32]([NH:34][C:35]([C:37]4[CH:42]=[CH:41][C:40]([F:43])=[CH:39][N:38]=4)=[O:36])[CH:31]=[CH:30][C:29]=3[F:44])([CH3:27])[N:17]=[C:18]([NH:19]C(=O)OC(C)(C)C)[C:13]2=[N:12][CH:11]=1. The catalyst is C(Cl)Cl. The product is [NH2:19][C:18]1[C:13]2[N:14]([C:10]([CH:9]([F:45])[F:8])=[CH:11][N:12]=2)[CH2:15][C@:16]([C:28]2[CH:33]=[C:32]([NH:34][C:35]([C:37]3[CH:42]=[CH:41][C:40]([F:43])=[CH:39][N:38]=3)=[O:36])[CH:31]=[CH:30][C:29]=2[F:44])([CH3:27])[N:17]=1. The yield is 0.840. (4) The reactants are [Cl:1][C:2]1[CH:3]=[C:4]2[C:9](=[CH:10][CH:11]=1)[N:8]=[C:7]([NH:12][C:13](=[O:17])OCC)[C:6]([O:18][CH3:19])=[N:5]2.[CH3:20][O:21][C:22]1[CH:23]=[C:24]([N:30]2[CH2:35][CH2:34][NH:33][CH2:32][CH2:31]2)[CH:25]=[C:26]([O:28][CH3:29])[CH:27]=1. No catalyst specified. The product is [Cl:1][C:2]1[CH:3]=[C:4]2[C:9](=[CH:10][CH:11]=1)[N:8]=[C:7]([NH:12][C:13]([N:33]1[CH2:32][CH2:31][N:30]([C:24]3[CH:23]=[C:22]([O:21][CH3:20])[CH:27]=[C:26]([O:28][CH3:29])[CH:25]=3)[CH2:35][CH2:34]1)=[O:17])[C:6]([O:18][CH3:19])=[N:5]2. The yield is 0.910. (5) The reactants are [CH2:1]([O:8][C:9]1[CH:14]=[C:13]([Cl:15])[CH:12]=[C:11](Br)[CH:10]=1)[C:2]1[CH:7]=[CH:6][CH:5]=[CH:4][CH:3]=1.[S:17](Cl)([Cl:20])(=[O:19])=[O:18]. The catalyst is C1COCC1. The product is [CH2:1]([O:8][C:9]1[CH:10]=[C:11]([S:17]([Cl:20])(=[O:19])=[O:18])[CH:12]=[C:13]([Cl:15])[CH:14]=1)[C:2]1[CH:7]=[CH:6][CH:5]=[CH:4][CH:3]=1. The yield is 0.620. (6) The reactants are [B:10]1([B:10]2[O:14][C:13]([CH3:16])([CH3:15])[C:12]([CH3:18])([CH3:17])[O:11]2)[O:14][C:13]([CH3:16])([CH3:15])[C:12]([CH3:18])([CH3:17])[O:11]1.Br[C:20]1[C:28]2[S:27][C:26]([NH:29][CH2:30][CH3:31])=[N:25][C:24]=2[CH:23]=[CH:22][CH:21]=1.C([O-])(=O)C.[K+]. The catalyst is O1CCOCC1. The product is [CH2:30]([NH:29][C:26]1[S:27][C:28]2[C:20]([B:10]3[O:11][C:12]([CH3:17])([CH3:18])[C:13]([CH3:15])([CH3:16])[O:14]3)=[CH:21][CH:22]=[CH:23][C:24]=2[N:25]=1)[CH3:31]. The yield is 0.870. (7) The reactants are C([O:8][N:9]1[C:15](=[O:16])[N:14]2[CH2:17][C@H:10]1[CH2:11][CH2:12][C@H:13]2[C:18]([NH:20][NH:21][C:22](=[O:26])[CH2:23][O:24][CH3:25])=[O:19])C1C=CC=CC=1. The catalyst is CO.[Pd]. The product is [OH:8][N:9]1[C:15](=[O:16])[N:14]2[CH2:17][C@H:10]1[CH2:11][CH2:12][C@H:13]2[C:18]([NH:20][NH:21][C:22](=[O:26])[CH2:23][O:24][CH3:25])=[O:19]. The yield is 0.900. (8) The reactants are [F:1][C:2]1[CH:7]=[CH:6][CH:5]=[C:4]([F:8])[C:3]=1[C:9]1[O:10][C:11]([C:17]2[CH:22]=[CH:21][C:20]([OH:23])=[CH:19][CH:18]=2)=[C:12]([C:14]([NH2:16])=[O:15])[N:13]=1.C([O-])([O-])=O.[K+].[K+].[CH2:30]([CH:32]1[O:34][CH2:33]1)Cl. The catalyst is CN(C=O)C.CCOC(C)=O. The product is [F:1][C:2]1[CH:7]=[CH:6][CH:5]=[C:4]([F:8])[C:3]=1[C:9]1[O:10][C:11]([C:17]2[CH:18]=[CH:19][C:20]([O:23][CH2:30][CH:32]3[CH2:33][O:34]3)=[CH:21][CH:22]=2)=[C:12]([C:14]([NH2:16])=[O:15])[N:13]=1. The yield is 0.870.